Dataset: Peptide-MHC class II binding affinity with 134,281 pairs from IEDB. Task: Regression. Given a peptide amino acid sequence and an MHC pseudo amino acid sequence, predict their binding affinity value. This is MHC class II binding data. (1) The peptide sequence is QKYCPNKICTSKGDS. The MHC is HLA-DQA10102-DQB10502 with pseudo-sequence HLA-DQA10102-DQB10502. The binding affinity (normalized) is 0.0615. (2) The peptide sequence is DVMNILLQYVVKSFDRSTKV. The MHC is DRB1_0403 with pseudo-sequence QEFFIASGAAVDAIMEVHFDYYDLQRETYHVVFT. The binding affinity (normalized) is 0.473.